From a dataset of Full USPTO retrosynthesis dataset with 1.9M reactions from patents (1976-2016). Predict the reactants needed to synthesize the given product. Given the product [Br:1][C:2]1[S:6][C:5]([S:7]([NH:10][CH:11]([CH2:21][OH:22])[CH:12]([C:17]([F:18])([F:20])[F:19])[C:13]([F:15])([F:16])[F:14])(=[O:8])=[O:9])=[CH:4][CH:3]=1, predict the reactants needed to synthesize it. The reactants are: [Br:1][C:2]1[S:6][C:5]([S:7]([NH:10][C@H:11]([C:21](OCC)=[O:22])[CH:12]([C:17]([F:20])([F:19])[F:18])[C:13]([F:16])([F:15])[F:14])(=[O:9])=[O:8])=[CH:4][CH:3]=1.[Li+].[BH4-].